Dataset: NCI-60 drug combinations with 297,098 pairs across 59 cell lines. Task: Regression. Given two drug SMILES strings and cell line genomic features, predict the synergy score measuring deviation from expected non-interaction effect. (1) Drug 1: CC12CCC(CC1=CCC3C2CCC4(C3CC=C4C5=CN=CC=C5)C)O. Drug 2: CN1C(=O)N2C=NC(=C2N=N1)C(=O)N. Cell line: OVCAR3. Synergy scores: CSS=6.00, Synergy_ZIP=1.18, Synergy_Bliss=2.18, Synergy_Loewe=-1.64, Synergy_HSA=0.294. (2) Drug 1: C1=C(C(=O)NC(=O)N1)N(CCCl)CCCl. Drug 2: CCN(CC)CCCC(C)NC1=C2C=C(C=CC2=NC3=C1C=CC(=C3)Cl)OC. Cell line: MALME-3M. Synergy scores: CSS=31.6, Synergy_ZIP=14.6, Synergy_Bliss=13.2, Synergy_Loewe=11.9, Synergy_HSA=14.0. (3) Drug 1: CC12CCC3C(C1CCC2=O)CC(=C)C4=CC(=O)C=CC34C. Drug 2: C1CC(=O)NC(=O)C1N2C(=O)C3=CC=CC=C3C2=O. Cell line: SW-620. Synergy scores: CSS=10.4, Synergy_ZIP=1.14, Synergy_Bliss=-0.453, Synergy_Loewe=-8.37, Synergy_HSA=-0.149. (4) Drug 2: C(CCl)NC(=O)N(CCCl)N=O. Drug 1: C1CNP(=O)(OC1)N(CCCl)CCCl. Synergy scores: CSS=-0.0280, Synergy_ZIP=-0.670, Synergy_Bliss=-1.46, Synergy_Loewe=-1.29, Synergy_HSA=-2.24. Cell line: SK-OV-3. (5) Drug 1: C1=NC2=C(N=C(N=C2N1C3C(C(C(O3)CO)O)F)Cl)N. Drug 2: CS(=O)(=O)CCNCC1=CC=C(O1)C2=CC3=C(C=C2)N=CN=C3NC4=CC(=C(C=C4)OCC5=CC(=CC=C5)F)Cl. Cell line: SF-268. Synergy scores: CSS=-3.61, Synergy_ZIP=-0.0538, Synergy_Bliss=0.0872, Synergy_Loewe=-8.86, Synergy_HSA=-2.49. (6) Drug 1: C1CC(=O)NC(=O)C1N2CC3=C(C2=O)C=CC=C3N. Cell line: A549. Drug 2: C1C(C(OC1N2C=NC3=C(N=C(N=C32)Cl)N)CO)O. Synergy scores: CSS=5.26, Synergy_ZIP=-0.965, Synergy_Bliss=2.10, Synergy_Loewe=-0.169, Synergy_HSA=-0.127.